This data is from Reaction yield outcomes from USPTO patents with 853,638 reactions. The task is: Predict the reaction yield, written as a fraction of the theoretical maximum amount of product (1.0 means a 100% yield; for example, 0.34 means a 34% yield). (1) The reactants are Br[C:2]1[CH:3]=[CH:4][C:5]2[N:10]([C:11](=[O:13])[CH3:12])[C@@H:9]([CH3:14])[CH2:8][N:7]([C:15]([CH:17]3[CH2:19][CH2:18]3)=[O:16])[C:6]=2[N:20]=1.BrC1C=CC2N(C(=O)C)[C@@H](C)CNC=2N=1.C1(C(Cl)=O)CC1.BrC1C=C2C(=CC=1)N(C(=O)C)[C@@H](C)CN2C(C1CC1)=O.[C:62]1([OH:68])[CH:67]=[CH:66][CH:65]=[CH:64][CH:63]=1.C(=O)([O-])[O-].[Cs+].[Cs+]. The catalyst is C(OCC)(=O)C.[Cu]I.C(#N)C. The product is [CH:17]1([C:15]([N:7]2[CH2:8][C@H:9]([CH3:14])[N:10]([C:11](=[O:13])[CH3:12])[C:5]3[CH:4]=[CH:3][C:2]([O:68][C:62]4[CH:67]=[CH:66][CH:65]=[CH:64][CH:63]=4)=[N:20][C:6]2=3)=[O:16])[CH2:19][CH2:18]1. The yield is 0.560. (2) The reactants are [F:1][C:2]1[CH:7]=[CH:6][C:5]([C:8]2[C:17]([N:18]3[CH2:23][CH2:22][NH:21][CH2:20][CH2:19]3)=[N:16][C:15]3[C:10](=[CH:11][CH:12]=[C:13]([C:24]([O:26][CH3:27])=[O:25])[CH:14]=3)[N:9]=2)=[CH:4][CH:3]=1.CCN(CC)CC.[C:35](Cl)(=[O:37])[CH3:36]. The catalyst is ClCCl. The product is [C:35]([N:21]1[CH2:22][CH2:23][N:18]([C:17]2[C:8]([C:5]3[CH:6]=[CH:7][C:2]([F:1])=[CH:3][CH:4]=3)=[N:9][C:10]3[C:15]([N:16]=2)=[CH:14][C:13]([C:24]([O:26][CH3:27])=[O:25])=[CH:12][CH:11]=3)[CH2:19][CH2:20]1)(=[O:37])[CH3:36]. The yield is 0.510. (3) The reactants are [CH3:1][O:2][C:3]1[CH:4]=[C:5]([C:13]2[CH:14]=[C:15]3[CH2:21][C:20](=O)[N:19](COCC[Si](C)(C)C)[C:16]3=[N:17][CH:18]=2)[CH:6]=[C:7]([O:11][CH3:12])[C:8]=1[O:9][CH3:10].[C:31](=[O:34])([O-])[O-].[Cs+].[Cs+].[CH3:37]I. The catalyst is CN(C=O)C. The product is [CH3:20][C:21]1([CH3:37])[C:15]2[C:16](=[N:17][CH:18]=[C:13]([C:5]3[CH:6]=[C:7]([O:11][CH3:12])[C:8]([O:9][CH3:10])=[C:3]([O:2][CH3:1])[CH:4]=3)[CH:14]=2)[NH:19][C:31]1=[O:34]. The yield is 0.730. (4) The reactants are [S:1]1[CH:5]=[CH:4][C:3]2[CH:6]=[CH:7][CH:8]=[CH:9][C:2]1=2.[Li]CCCC.[S:15](Cl)(Cl)(=[O:17])=[O:16].[NH4+:20].[OH-].Cl. The catalyst is C1COCC1.CCCCCC.CC(C)=O.O. The product is [S:1]1[C:5]([S:15]([NH2:20])(=[O:17])=[O:16])=[CH:4][C:3]2[CH:6]=[CH:7][CH:8]=[CH:9][C:2]1=2. The yield is 0.420. (5) The reactants are [Cl:1][C:2]1[C:10]2[C:9]3[CH2:11][N:12]([CH2:21][CH2:22][N:23]4[CH2:28][CH2:27][CH2:26][CH2:25][CH2:24]4)[C:13](=[O:20])[C@H:14]([CH2:16][C:17]([OH:19])=O)[CH2:15][C:8]=3[CH:7]=[C:6]([Cl:29])[C:5]=2[NH:4][N:3]=1.C(N(CC)C(C)C)(C)C.CN(C(ON1N=NC2C=CC=CC1=2)=[N+](C)C)C.[B-](F)(F)(F)F.[NH:61]1[CH2:66][CH2:65][CH:64]([N:67]2[CH2:73][CH2:72][C:71]3[CH:74]=[CH:75][CH:76]=[CH:77][C:70]=3[NH:69][C:68]2=[O:78])[CH2:63][CH2:62]1. The catalyst is CN(C)C=O. The product is [Cl:1][C:2]1[C:10]2[C:9]3[CH2:11][N:12]([CH2:21][CH2:22][N:23]4[CH2:24][CH2:25][CH2:26][CH2:27][CH2:28]4)[C:13](=[O:20])[C@H:14]([CH2:16][C:17](=[O:19])[N:61]4[CH2:62][CH2:63][CH:64]([N:67]5[CH2:73][CH2:72][C:71]6[CH:74]=[CH:75][CH:76]=[CH:77][C:70]=6[NH:69][C:68]5=[O:78])[CH2:65][CH2:66]4)[CH2:15][C:8]=3[CH:7]=[C:6]([Cl:29])[C:5]=2[NH:4][N:3]=1. The yield is 0.540. (6) The reactants are [CH:1]1([CH2:7][O:8][C:9]2[C:13]([C:14]#[N:15])=[C:12]([S:16][CH3:17])[S:11][N:10]=2)[CH2:6][CH2:5][CH2:4][CH2:3][CH2:2]1.[OH:18]O.O. The catalyst is S(=O)(=O)(O)O.C(O)(=O)C.C(OC(=O)C)(=O)C. The product is [CH:1]1([CH2:7][O:8][C:9]2[C:13]([C:14]([NH2:15])=[O:18])=[C:12]([S:16][CH3:17])[S:11][N:10]=2)[CH2:2][CH2:3][CH2:4][CH2:5][CH2:6]1. The yield is 0.620. (7) The reactants are [CH2:1]([C:3]1[CH:8]=[C:7]([C:9]([F:21])([C:17]([F:20])([F:19])[F:18])[C:10]([F:16])([F:15])[C:11]([F:14])([F:13])[F:12])[CH:6]=[C:5]([CH3:22])[C:4]=1[NH:23][C:24](=[O:35])[C:25]1[CH:30]=[CH:29][CH:28]=[C:27]([N+:31]([O-:33])=[O:32])[C:26]=1F)[CH3:2].[C:36](=O)([O-])[O-:37].[K+].[K+]. The catalyst is CO. The product is [CH2:1]([C:3]1[CH:8]=[C:7]([C:9]([F:21])([C:17]([F:20])([F:19])[F:18])[C:10]([F:16])([F:15])[C:11]([F:12])([F:13])[F:14])[CH:6]=[C:5]([CH3:22])[C:4]=1[NH:23][C:24](=[O:35])[C:25]1[CH:30]=[CH:29][CH:28]=[C:27]([N+:31]([O-:33])=[O:32])[C:26]=1[O:37][CH3:36])[CH3:2]. The yield is 0.990. (8) The reactants are [CH:1]([C:3]1[CH:17]=[CH:16][C:6]([C:7]([N:9]([CH:13]([CH3:15])[CH3:14])[CH:10]([CH3:12])[CH3:11])=[O:8])=[CH:5][C:4]=1[O:18][CH:19]([CH3:21])[CH3:20])=[O:2].[Cr](O[Cr]([O-])(=O)=O)([O-])(=O)=[O:23].[NH+]1C=CC=CC=1.[NH+]1C=CC=CC=1.C(OCC)C. The catalyst is CN(C=O)C. The product is [CH:19]([O:18][C:4]1[CH:5]=[C:6]([C:7]([N:9]([CH:10]([CH3:12])[CH3:11])[CH:13]([CH3:14])[CH3:15])=[O:8])[CH:16]=[CH:17][C:3]=1[C:1]([OH:23])=[O:2])([CH3:21])[CH3:20]. The yield is 0.610. (9) The reactants are [NH2:1][C:2]1[N:11]=[C:10]([C:12]2[CH:17]=[CH:16][CH:15]=[CH:14][C:13]=2[OH:18])[CH:9]=[C:8]([CH:19]2[CH2:24][CH2:23][CH2:22][N:21]([C:25](OCC3C=CC=CC=3)=[O:26])[CH2:20]2)[C:3]=1C(OC)=O. The catalyst is CO.C1COCC1.[Pd]. The product is [NH2:1][C:2]1[C:3]2[C:25](=[O:26])[N:21]3[CH2:20][CH:19]([CH2:24][CH2:23][CH2:22]3)[C:8]=2[CH:9]=[C:10]([C:12]2[CH:17]=[CH:16][CH:15]=[CH:14][C:13]=2[OH:18])[N:11]=1. The yield is 0.400. (10) The reactants are [CH2:1]([O:8][C:9]1[CH:14]=[C:13]([CH:15]([CH3:17])[CH3:16])[CH:12]=[CH:11][C:10]=1[C:18]1([OH:29])[C:26](=[O:27])[C:25]2[C:20](=[CH:21][CH:22]=[CH:23][CH:24]=2)[C:19]1=[O:28])[C:2]1[CH:7]=[CH:6][CH:5]=[CH:4][CH:3]=1.[H-].[Na+].[CH3:32]I. The catalyst is CN(C=O)C. The product is [CH2:1]([O:8][C:9]1[CH:14]=[C:13]([CH:15]([CH3:17])[CH3:16])[CH:12]=[CH:11][C:10]=1[C:18]1([O:29][CH3:32])[C:19](=[O:28])[C:20]2[C:25](=[CH:24][CH:23]=[CH:22][CH:21]=2)[C:26]1=[O:27])[C:2]1[CH:7]=[CH:6][CH:5]=[CH:4][CH:3]=1. The yield is 0.120.